This data is from Forward reaction prediction with 1.9M reactions from USPTO patents (1976-2016). The task is: Predict the product of the given reaction. (1) Given the reactants C([O:5][C:6]([CH2:8][O:9][C:10](=[O:18])[C:11]1[CH:16]=[CH:15][C:14]([OH:17])=[CH:13][CH:12]=1)=[O:7])(C)(C)C.[OH-].[Li+].C(O)(=O)C, predict the reaction product. The product is: [C:6]([CH2:8][O:9][C:10](=[O:18])[C:11]1[CH:16]=[CH:15][C:14]([OH:17])=[CH:13][CH:12]=1)([OH:7])=[O:5]. (2) Given the reactants [CH:1]1[N:2]=[CH:3][N:4]2[CH:9]([C:10]3[C:15]([C:16]4[CH:21]=[CH:20][CH:19]=[CH:18][CH:17]=4)=[CH:14][C:13]([C:22]#[N:23])=[CH:12][CH:11]=3)[CH2:8][CH2:7][CH2:6][C:5]=12.[Li+].[CH3:25][Si]([N-][Si](C)(C)C)(C)C.CI, predict the reaction product. The product is: [CH3:25][C:9]1([C:10]2[C:15]([C:16]3[CH:21]=[CH:20][CH:19]=[CH:18][CH:17]=3)=[CH:14][C:13]([C:22]#[N:23])=[CH:12][CH:11]=2)[N:4]2[CH:3]=[N:2][CH:1]=[C:5]2[CH2:6][CH2:7][CH2:8]1.